Predict the reactants needed to synthesize the given product. From a dataset of Full USPTO retrosynthesis dataset with 1.9M reactions from patents (1976-2016). (1) Given the product [N:18]([CH2:6][CH:7]1[CH2:16][C:15]2[C:10](=[CH:11][CH:12]=[CH:13][CH:14]=2)[C:9](=[O:17])[NH:8]1)=[N+:19]=[N-:20], predict the reactants needed to synthesize it. The reactants are: CS(O[CH2:6][CH:7]1[CH2:16][C:15]2[C:10](=[CH:11][CH:12]=[CH:13][CH:14]=2)[C:9](=[O:17])[NH:8]1)(=O)=O.[N-:18]=[N+:19]=[N-:20].[Na+]. (2) Given the product [O:1]=[C:2]([CH2:35][CH2:36][C:37]([OH:39])=[O:38])[C:3]([O:5][C@@H:6]1[CH2:19][CH2:18][C@@H:17]2[C@@H:8]([C:9]3[C:14]([C:15]([C:20]4[CH:25]=[N:24][C:23]([O:26][CH3:27])=[N:22][CH:21]=4)=[N:16]2)=[CH:13][C:12]([O:30][CH3:31])=[C:11]([O:32][CH2:33][CH3:34])[CH:10]=3)[CH2:7]1)=[O:4], predict the reactants needed to synthesize it. The reactants are: [O:1]=[C:2]([CH2:35][CH2:36][C:37]([OH:39])=[O:38])[C:3]([O:5][C@@H:6]1[CH2:19][CH2:18][C@@H:17]2[C@@H:8]([C:9]3[C:14]([C:15]([C:20]4[C:21](OC)=[N:22][C:23]([O:26][CH3:27])=[N:24][CH:25]=4)=[N:16]2)=[CH:13][C:12]([O:30][CH3:31])=[C:11]([O:32][CH2:33][CH3:34])[CH:10]=3)[CH2:7]1)=[O:4]. (3) Given the product [F:12][C:13]1[CH:18]=[C:17]([C:2]2[N:7]=[C:6]([C:8]([O:10][CH3:11])=[O:9])[CH:5]=[CH:4][N:3]=2)[CH:16]=[CH:15][N:14]=1, predict the reactants needed to synthesize it. The reactants are: Cl[C:2]1[N:7]=[C:6]([C:8]([O:10][CH3:11])=[O:9])[CH:5]=[CH:4][N:3]=1.[F:12][C:13]1[CH:18]=[C:17](B(O)O)[CH:16]=[CH:15][N:14]=1.C(Cl)Cl.C(=O)([O-])[O-].[Na+].[Na+].[N+](=C)=[N-]. (4) Given the product [CH3:33][N:30]1[CH2:31][CH2:32][CH:27]([N:26]([C:35]2[CH:40]=[CH:39][CH:38]=[CH:37][CH:36]=2)[C:24]2[CH:23]=[CH:22][C:18]([C:19]([N:64]([CH2:59][CH3:60])[CH2:73][CH3:74])=[O:20])=[CH:17][CH:25]=2)[CH:28]([CH3:34])[CH2:29]1, predict the reactants needed to synthesize it. The reactants are: C(C1C=C(OC)C=C(C(C)(C)C)C=1[C:17]1[CH:25]=[C:24]([N:26]([C:35]2[CH:40]=[CH:39][CH:38]=[CH:37][CH:36]=2)[CH:27]2[CH2:32][CH2:31][N:30]([CH3:33])[CH2:29][CH:28]2[CH3:34])[CH:23]=[CH:22][C:18]=1[C:19]([O-])=[O:20])(C)(C)C.C[O-].[Na+].CO.CN([P+](ON1N=[N:64][C:59]2[CH:60]=CC=CC1=2)(N(C)C)N(C)C)C.F[P-](F)(F)(F)(F)F.[C:73]1(C)C=CC=C[CH:74]=1. (5) The reactants are: [CH3:1][O:2][C:3](=[O:57])[NH:4][CH:5]([C:9]([N:11]1[CH2:15][CH2:14][CH2:13][CH:12]1[C:16]1[NH:17][C:18]([C:21]2[CH:30]=[CH:29][C:28]3[C:23](=[CH:24][CH:25]=[C:26]([C:31]4[CH:36]=[CH:35][C:34]([C:37]5[NH:38][C:39]([CH:42]6[CH2:46][CH2:45][CH2:44][N:43]6[C:47](=[O:56])[CH:48]([NH2:55])[C:49]6[CH:54]=[CH:53][CH:52]=[CH:51][CH:50]=6)=[N:40][CH:41]=5)=[CH:33][CH:32]=4)[CH:27]=3)[CH:22]=2)=[CH:19][N:20]=1)=[O:10])[CH:6]([CH3:8])[CH3:7].[O:58]1[CH2:63][CH2:62][CH:61]([CH2:64][C:65](O)=[O:66])[CH2:60][CH2:59]1.CN1CCOCC1.CN(C(ON1N=NC2C=CC=NC1=2)=[N+](C)C)C.F[P-](F)(F)(F)(F)F. Given the product [CH3:1][O:2][C:3](=[O:57])[NH:4][CH:5]([C:9]([N:11]1[CH2:15][CH2:14][CH2:13][CH:12]1[C:16]1[NH:17][C:18]([C:21]2[CH:30]=[CH:29][C:28]3[C:23](=[CH:24][CH:25]=[C:26]([C:31]4[CH:32]=[CH:33][C:34]([C:37]5[NH:38][C:39]([CH:42]6[CH2:46][CH2:45][CH2:44][N:43]6[C:47](=[O:56])[CH:48]([C:49]6[CH:54]=[CH:53][CH:52]=[CH:51][CH:50]=6)[NH:55][C:65](=[O:66])[CH2:64][CH:61]6[CH2:62][CH2:63][O:58][CH2:59][CH2:60]6)=[N:40][CH:41]=5)=[CH:35][CH:36]=4)[CH:27]=3)[CH:22]=2)=[CH:19][N:20]=1)=[O:10])[CH:6]([CH3:8])[CH3:7], predict the reactants needed to synthesize it. (6) Given the product [CH3:11][O:12][C:13]([C:14]1[CH:19]=[CH:18][C:17]2[N:20]=[C:4]([C:3]3[C:2]([Cl:1])=[CH:9][CH:8]=[CH:7][C:6]=3[Cl:10])[NH:21][C:16]=2[CH:15]=1)=[O:22], predict the reactants needed to synthesize it. The reactants are: [Cl:1][C:2]1[CH:9]=[CH:8][CH:7]=[C:6]([Cl:10])[C:3]=1[CH:4]=O.[CH3:11][O:12][C:13](=[O:22])[C:14]1[CH:19]=[CH:18][C:17]([NH2:20])=[C:16]([NH2:21])[CH:15]=1. (7) Given the product [Cl:12][C:13]1[C:18]2[O:19][C:20]3[CH2:25][CH2:24][N:23]([C:26]([O:28][C:29]([CH3:32])([CH3:31])[CH3:30])=[O:27])[CH2:22][C:21]=3[C:17]=2[CH:16]=[C:15]([S:8]([C:4]2[CH:5]=[CH:6][CH:7]=[C:2]([F:1])[CH:3]=2)(=[O:10])=[O:9])[CH:14]=1, predict the reactants needed to synthesize it. The reactants are: [F:1][C:2]1[CH:3]=[C:4]([S:8]([O-:10])=[O:9])[CH:5]=[CH:6][CH:7]=1.[Na+].[Cl:12][C:13]1[C:18]2[O:19][C:20]3[CH2:25][CH2:24][N:23]([C:26]([O:28][C:29]([CH3:32])([CH3:31])[CH3:30])=[O:27])[CH2:22][C:21]=3[C:17]=2[CH:16]=[C:15](Br)[CH:14]=1. (8) Given the product [C:10]([O:9][C:7]([N:1]1[CH2:6][CH2:5][N:4]([C:15]2[CH:16]=[C:17]([CH:18]=[CH:19][CH:20]=2)[NH2:21])[CH2:3][CH2:2]1)=[O:8])([CH3:13])([CH3:12])[CH3:11], predict the reactants needed to synthesize it. The reactants are: [N:1]1([C:7]([O:9][C:10]([CH3:13])([CH3:12])[CH3:11])=[O:8])[CH2:6][CH2:5][NH:4][CH2:3][CH2:2]1.F[C:15]1[CH:16]=[C:17]([N+:21]([O-])=O)[CH:18]=[CH:19][CH:20]=1.O.